Dataset: Forward reaction prediction with 1.9M reactions from USPTO patents (1976-2016). Task: Predict the product of the given reaction. (1) Given the reactants C(OC([N:8]1[CH2:13][CH2:12][CH:11]([C:14]#[C:15][C:16]2[CH:17]=[C:18]3[C:23](=[CH:24][CH:25]=2)[N:22]=[CH:21][N:20]=[C:19]3Cl)[CH2:10][CH2:9]1)=O)(C)(C)C.Cl.[CH3:28][O:29][C:30]1[CH:31]=[C:32]([CH:34]=[CH:35][C:36]=1[O:37][C:38]1[CH:43]=[CH:42][CH:41]=[CH:40][CH:39]=1)[NH2:33].CCOC(C)=O, predict the reaction product. The product is: [CH3:28][O:29][C:30]1[CH:31]=[C:32]([NH:33][C:19]2[C:18]3[C:23](=[CH:24][CH:25]=[C:16]([C:15]#[C:14][CH:11]4[CH2:10][CH2:9][NH:8][CH2:13][CH2:12]4)[CH:17]=3)[N:22]=[CH:21][N:20]=2)[CH:34]=[CH:35][C:36]=1[O:37][C:38]1[CH:43]=[CH:42][CH:41]=[CH:40][CH:39]=1. (2) Given the reactants [OH-].[K+].C(=O)([O-])[O-].[K+].[K+].[C:9]1(B(O)O)[CH:14]=[CH:13][CH:12]=[CH:11][CH:10]=1.Br[C:19]1[CH:20]=[C:21]([CH:25]=[CH:26][CH:27]=1)[C:22]([OH:24])=[O:23], predict the reaction product. The product is: [C:9]1([C:19]2[CH:20]=[C:21]([CH:25]=[CH:26][CH:27]=2)[C:22]([OH:24])=[O:23])[CH:14]=[CH:13][CH:12]=[CH:11][CH:10]=1. (3) Given the reactants FC(F)(F)C(O)=O.[CH2:8]([O:10][C:11]([C@@H:13]1[CH2:17][C@H:16]([N:18]=[N+]=[N-])[CH2:15][NH:14]1)=[O:12])[CH3:9].COC([C@@H]1C[C@H](N)CN1[CH2:31][CH:32]1[CH2:37][CH2:36][CH2:35][CH2:34][CH2:33]1)=O, predict the reaction product. The product is: [CH2:8]([O:10][C:11]([C@@H:13]1[CH2:17][C@H:16]([NH2:18])[CH2:15][N:14]1[CH2:31][CH:32]1[CH2:37][CH2:36][CH2:35][CH2:34][CH2:33]1)=[O:12])[CH3:9]. (4) Given the reactants C([O:5][C:6](=[O:37])[C:7]1[CH:12]=[CH:11][C:10]([CH2:13][N:14]2[C:19](=[O:20])[C:18]3[CH:21]=[C:22]([C:25](=[O:36])[NH:26][CH2:27][C:28]4[CH:33]=[CH:32][C:31]([O:34][CH3:35])=[CH:30][CH:29]=4)[N:23]=[CH:24][C:17]=3[N:16]=[CH:15]2)=[CH:9][CH:8]=1)(C)(C)C.[C:38]([OH:44])([C:40]([F:43])([F:42])[F:41])=[O:39], predict the reaction product. The product is: [CH3:35][O:34][C:31]1[CH:30]=[CH:29][C:28]([CH2:27][NH:26][C:25]([C:22]2[N:23]=[CH:24][C:17]3[N:16]=[CH:15][N:14]([CH2:13][C:10]4[CH:11]=[CH:12][C:7]([C:6]([OH:37])=[O:5])=[CH:8][CH:9]=4)[C:19](=[O:20])[C:18]=3[CH:21]=2)=[O:36])=[CH:33][CH:32]=1.[C:38]([OH:44])([C:40]([F:43])([F:42])[F:41])=[O:39]. (5) Given the reactants O.Cl.[N+:3]([C:6]1[CH:7]=[C:8]2[C:12](=[CH:13][CH:14]=1)[C:11](=[O:15])[NH:10][CH2:9]2)([O-])=O.N, predict the reaction product. The product is: [NH2:3][C:6]1[CH:7]=[C:8]2[C:12](=[CH:13][CH:14]=1)[C:11](=[O:15])[NH:10][CH2:9]2. (6) Given the reactants [H-].[Na+].[CH3:3][O:4][C:5]1[N:10]=[C:9]([NH2:11])[CH:8]=[C:7]([O:12][CH3:13])[N:6]=1.Cl[C:15]1[S:16][C:17]([C:20]#[N:21])=[CH:18][N:19]=1, predict the reaction product. The product is: [CH3:3][O:4][C:5]1[N:10]=[C:9]([NH:11][C:15]2[S:16][C:17]([C:20]#[N:21])=[CH:18][N:19]=2)[CH:8]=[C:7]([O:12][CH3:13])[N:6]=1. (7) Given the reactants [CH2:1]([C:3]1[C:7]([S:8][C:9]2[CH:14]=[CH:13][C:12]([F:15])=[CH:11][CH:10]=2)=[C:6]([CH2:16][CH3:17])[N:5]([CH:18]([CH3:24])[C:19](OCC)=[O:20])[N:4]=1)[CH3:2].[NH3:25], predict the reaction product. The product is: [CH2:1]([C:3]1[C:7]([S:8][C:9]2[CH:14]=[CH:13][C:12]([F:15])=[CH:11][CH:10]=2)=[C:6]([CH2:16][CH3:17])[N:5]([CH:18]([CH3:24])[C:19]([NH2:25])=[O:20])[N:4]=1)[CH3:2].